Dataset: Cav3 T-type calcium channel HTS with 100,875 compounds. Task: Binary Classification. Given a drug SMILES string, predict its activity (active/inactive) in a high-throughput screening assay against a specified biological target. (1) The drug is S(=O)(=O)(N(c1c(C(=O)N2CCc3c(C2)cccc3)cccc1)C)C. The result is 0 (inactive). (2) The drug is Clc1ccc(c2n3nc(c(c3ncc2)c2ccccc2)C)cc1. The result is 0 (inactive). (3) The molecule is n12c(nc(c1)c1ccccc1)ccc(c2)C. The result is 0 (inactive). (4) The compound is Clc1c(cc(S(=O)(=O)n2c3c(nc2)cccc3)c(c1)C)C. The result is 0 (inactive). (5) The result is 0 (inactive). The compound is s1c(CC(=O)N(C(C(=O)NC2CCCCC2)c2n(ccc2)C)c2cc(OC)c(OC)cc2)ccc1. (6) The compound is n12C(N=c3c(=c1[nH]c1c2cccc1)cccc3)(C)c1ncccc1. The result is 0 (inactive). (7) The molecule is O=C(N1CCN(CC1)c1c(OC)cccc1)c1c(occ1)C. The result is 0 (inactive).